This data is from Reaction yield outcomes from USPTO patents with 853,638 reactions. The task is: Predict the reaction yield, written as a fraction of the theoretical maximum amount of product (1.0 means a 100% yield; for example, 0.34 means a 34% yield). (1) The reactants are [CH2:1]([C:8]1[C:9]([NH:21][CH:22]([CH2:26][CH2:27][CH3:28])[C:23](O)=[O:24])=[N:10][CH:11]=[C:12]([C:14]2[CH:19]=[CH:18][C:17]([OH:20])=[CH:16][CH:15]=2)[N:13]=1)[C:2]1[CH:7]=[CH:6][CH:5]=[CH:4][CH:3]=1.N1C=CC=CC=1.C1(N=C=NC2CCCCC2)CCCCC1. The catalyst is C(Cl)Cl. The product is [CH2:1]([C:8]1[NH:13][C:12]([C:14]2[CH:15]=[CH:16][C:17]([OH:20])=[CH:18][CH:19]=2)=[CH:11][N:10]2[C:23](=[O:24])[C:22]([CH2:26][CH2:27][CH3:28])=[N:21][C:9]=12)[C:2]1[CH:3]=[CH:4][CH:5]=[CH:6][CH:7]=1. The yield is 0.860. (2) The reactants are [Cl:1][C:2]1[N:10]=[C:9](Cl)[C:8]([F:12])=[CH:7][C:3]=1[C:4]([OH:6])=[O:5].[OH-:13].[Na+].Cl. No catalyst specified. The product is [Cl:1][C:2]1[NH:10][C:9](=[O:13])[C:8]([F:12])=[CH:7][C:3]=1[C:4]([OH:6])=[O:5]. The yield is 0.470.